Task: Predict the reactants needed to synthesize the given product.. Dataset: Full USPTO retrosynthesis dataset with 1.9M reactions from patents (1976-2016) (1) Given the product [CH3:56][O:55][C:52]1[CH:53]=[C:54]2[C:49](=[CH:50][C:51]=1[O:57][CH3:58])[N:48]=[CH:47][CH:46]=[C:45]2[O:44][CH2:43][C:42]1[N:38]2[N:39]=[C:34]([C:28]3[CH:33]=[CH:32][CH:31]=[CH:30][CH:29]=3)[CH:35]=[N:36][C:37]2=[N:40][N:41]=1, predict the reactants needed to synthesize it. The reactants are: C1(C2N=NC(NNC(=O)CC3C=C4C(=CC=3)N=CC=C4)=NC=2)C=CC=CC=1.[C:28]1([C:34]2[N:39]=[N:38][C:37]([NH:40][NH:41][C:42](=O)[CH2:43][O:44][C:45]3[C:54]4[C:49](=[CH:50][C:51]([O:57][CH3:58])=[C:52]([O:55][CH3:56])[CH:53]=4)[N:48]=[CH:47][CH:46]=3)=[N:36][CH:35]=2)[CH:33]=[CH:32][CH:31]=[CH:30][CH:29]=1. (2) Given the product [Cl:24][C:21]1[CH:22]=[C:23]2[C:18](=[C:19]([Cl:25])[CH:20]=1)[CH2:17][N:16]([CH3:26])[CH2:15][CH:14]2[C:10]1[CH:9]=[C:8]([S:5]([NH:4][CH2:3][CH2:2][NH:1][C:29](=[O:31])[CH:28]([OH:27])[CH:39]([OH:50])[C:40]([NH:1][CH2:2][CH2:3][NH:4][S:5]([C:8]2[CH:13]=[CH:12][CH:11]=[C:10]([CH:55]3[C:23]4[C:57](=[C:19]([Cl:25])[CH:20]=[C:21]([Cl:24])[CH:22]=4)[CH2:56][N:53]([CH3:51])[CH2:54]3)[CH:9]=2)(=[O:6])=[O:7])=[O:42])(=[O:7])=[O:6])[CH:13]=[CH:12][CH:11]=1, predict the reactants needed to synthesize it. The reactants are: [NH2:1][CH2:2][CH2:3][NH:4][S:5]([C:8]1[CH:13]=[CH:12][CH:11]=[C:10]([CH:14]2[C:23]3[C:18](=[C:19]([Cl:25])[CH:20]=[C:21]([Cl:24])[CH:22]=3)[CH2:17][N:16]([CH3:26])[CH2:15]2)[CH:9]=1)(=[O:7])=[O:6].[OH:27][CH:28]([CH:39]([OH:50])[C:40]([O:42]N1C(=O)CCC1=O)=O)[C:29]([O:31]N1C(=O)CCC1=O)=O.[CH2:51]([N:53]([CH2:56][CH3:57])[CH2:54][CH3:55])C. (3) Given the product [Cl:1][C:2]1[C:7]([C:8]([NH2:19])=[O:9])=[CH:6][N:5]=[C:4]([Cl:11])[CH:3]=1, predict the reactants needed to synthesize it. The reactants are: [Cl:1][C:2]1[C:7]([C:8](O)=[O:9])=[CH:6][N:5]=[C:4]([Cl:11])[CH:3]=1.C(Cl)(=O)C(Cl)=O.C[N:19](C=O)C. (4) Given the product [CH3:1][O:2][C:3]([C:5]1[S:14][C:8]2[N:9]=[CH:10][N:11]=[C:12]([NH:21][C:20]3[CH:22]=[CH:23][C:17]([F:16])=[CH:18][C:19]=3[O:24][C@H:25]3[CH2:30][CH2:29][CH2:28][O:27][CH2:26]3)[C:7]=2[C:6]=1[CH3:15])=[O:4], predict the reactants needed to synthesize it. The reactants are: [CH3:1][O:2][C:3]([C:5]1[S:14][C:8]2[N:9]=[CH:10][N:11]=[C:12](Cl)[C:7]=2[C:6]=1[CH3:15])=[O:4].[F:16][C:17]1[CH:23]=[CH:22][C:20]([NH2:21])=[C:19]([O:24][C@H:25]2[CH2:30][CH2:29][CH2:28][O:27][CH2:26]2)[CH:18]=1.